Dataset: Full USPTO retrosynthesis dataset with 1.9M reactions from patents (1976-2016). Task: Predict the reactants needed to synthesize the given product. (1) Given the product [C:29]([CH2:28][C:27]([NH:26][CH2:25][CH2:24][CH2:23][C@H:17]([NH:16][C:14]([C:10]1[C:9](=[O:35])[N:8]([CH:7]([C:1]2[CH:6]=[CH:5][CH:4]=[CH:3][CH:2]=2)[C:36]2[CH:37]=[CH:38][CH:39]=[CH:40][CH:41]=2)[CH:13]=[CH:12][CH:11]=1)=[O:15])[C:18]([OH:20])=[O:19])=[NH:34])([OH:31])=[O:30].[C:42]([OH:48])([C:44]([F:47])([F:46])[F:45])=[O:43], predict the reactants needed to synthesize it. The reactants are: [C:1]1([CH:7]([C:36]2[CH:41]=[CH:40][CH:39]=[CH:38][CH:37]=2)[N:8]2[CH:13]=[CH:12][CH:11]=[C:10]([C:14]([NH:16][C@@H:17]([CH2:23][CH2:24][CH2:25][NH:26][C:27](=[NH:34])[CH2:28][C:29]([O:31]CC)=[O:30])[C:18]([O:20]CC)=[O:19])=[O:15])[C:9]2=[O:35])[CH:6]=[CH:5][CH:4]=[CH:3][CH:2]=1.[C:42]([OH:48])([C:44]([F:47])([F:46])[F:45])=[O:43]. (2) Given the product [CH2:52]([O:59][C:60]1[CH:61]=[C:62]([S:66][C:67]2[CH:76]=[CH:75][C:70]([C:71]([NH:73][NH:74][C:13]([C@@:12]3([CH3:16])[CH2:11][O:10][C:9]([CH3:18])([CH3:17])[N:8]3[C:1]([O:3][C:4]([CH3:5])([CH3:6])[CH3:7])=[O:2])=[O:15])=[O:72])=[CH:69][C:68]=2[C:77]([F:80])([F:78])[F:79])[CH:63]=[CH:64][CH:65]=1)[C:53]1[CH:54]=[CH:55][CH:56]=[CH:57][CH:58]=1, predict the reactants needed to synthesize it. The reactants are: [C:1]([N:8]1[C@@:12]([CH3:16])([C:13]([OH:15])=O)[CH2:11][O:10][C:9]1([CH3:18])[CH3:17])([O:3][C:4]([CH3:7])([CH3:6])[CH3:5])=[O:2].CN(C(ON1N=NC2C=CC=NC1=2)=[N+](C)C)C.F[P-](F)(F)(F)(F)F.CCN(C(C)C)C(C)C.[CH2:52]([O:59][C:60]1[CH:61]=[C:62]([S:66][C:67]2[CH:76]=[CH:75][C:70]([C:71]([NH:73][NH2:74])=[O:72])=[CH:69][C:68]=2[C:77]([F:80])([F:79])[F:78])[CH:63]=[CH:64][CH:65]=1)[C:53]1[CH:58]=[CH:57][CH:56]=[CH:55][CH:54]=1.